Task: Predict which catalyst facilitates the given reaction.. Dataset: Catalyst prediction with 721,799 reactions and 888 catalyst types from USPTO (1) Reactant: C(O)(=O)/C=C\C(O)=O.[F:9][C:10]1[CH:11]=[C:12]2[C:20](=[CH:21][CH:22]=1)[NH:19][C:18]1[CH2:17][CH2:16][C@H:15]([CH2:23][NH:24][CH2:25][C@@H:26]3[O:40][C:30]4=[C:31]5[C:36](=[CH:37][CH:38]=[C:29]4[O:28][CH2:27]3)[N:35]=[C:34]([CH3:39])[CH:33]=[CH:32]5)[CH2:14][C:13]2=1.C(=O)([O-])[O-].[K+].[K+]. Product: [F:9][C:10]1[CH:11]=[C:12]2[C:20](=[CH:21][CH:22]=1)[NH:19][C:18]1[CH2:17][CH2:16][C@H:15]([CH2:23][NH:24][CH2:25][C@@H:26]3[O:40][C:30]4=[C:31]5[C:36](=[CH:37][CH:38]=[C:29]4[O:28][CH2:27]3)[N:35]=[C:34]([CH3:39])[CH:33]=[CH:32]5)[CH2:14][C:13]2=1. The catalyst class is: 8. (2) Reactant: Cl[C:2]1[N:10]=[CH:9][N:8]=[C:7]2[C:3]=1[NH:4][CH:5]=[N:6]2.N12CCN(CC1)CC2.[Cl:19][C:20]1[CH:25]=[CH:24][CH:23]=[CH:22][C:21]=1[C:26]1[C:35]([CH2:36][OH:37])=[CH:34][C:33]2[C:28](=[C:29]([CH3:38])[CH:30]=[CH:31][CH:32]=2)[N:27]=1.[H-].[Na+]. Product: [N:10]1[C:2]([O:37][CH2:36][C:35]2[C:26]([C:21]3[CH:22]=[CH:23][CH:24]=[CH:25][C:20]=3[Cl:19])=[N:27][C:28]3[C:33]([CH:34]=2)=[CH:32][CH:31]=[CH:30][C:29]=3[CH3:38])=[C:3]2[C:7]([NH:6][CH:5]=[N:4]2)=[N:8][CH:9]=1. The catalyst class is: 58. (3) Reactant: Br[C:2]1[C:11]2[CH2:10][CH2:9][CH2:8][CH2:7][C:6]=2[N:5]=[C:4]([C:12]([NH:14][C@@H:15]2[C@@H:20]([OH:21])[CH2:19][O:18][CH2:17][CH2:16]2)=[O:13])[CH:3]=1.C([O-])(=O)C.[K+].[B:27]1([B:27]2[O:31][C:30]([CH3:33])([CH3:32])[C:29]([CH3:35])([CH3:34])[O:28]2)[O:31][C:30]([CH3:33])([CH3:32])[C:29]([CH3:35])([CH3:34])[O:28]1.ClCCl. Product: [CH3:34][C:29]1([CH3:35])[C:30]([CH3:33])([CH3:32])[O:31][B:27]([C:2]2[C:11]3[CH2:10][CH2:9][CH2:8][CH2:7][C:6]=3[N:5]=[C:4]([C:12]([NH:14][C@@H:15]3[C@@H:20]([OH:21])[CH2:19][O:18][CH2:17][CH2:16]3)=[O:13])[CH:3]=2)[O:28]1. The catalyst class is: 11. (4) Reactant: [N:1]1[CH:6]=[CH:5][CH:4]=[CH:3][C:2]=1[CH:7]([C:24]1[CH:29]=[CH:28][CH:27]=[CH:26][N:25]=1)[CH:8]1[CH2:13][CH2:12][N:11]([C:14]2[CH:19]=[CH:18][C:17]([N+:20]([O-])=O)=[CH:16][C:15]=2[F:23])[CH2:10][CH2:9]1.O.O.[Cl-]. Product: [N:1]1[CH:6]=[CH:5][CH:4]=[CH:3][C:2]=1[CH:7]([C:24]1[CH:29]=[CH:28][CH:27]=[CH:26][N:25]=1)[CH:8]1[CH2:13][CH2:12][N:11]([C:14]2[CH:19]=[CH:18][C:17]([NH2:20])=[CH:16][C:15]=2[F:23])[CH2:10][CH2:9]1. The catalyst class is: 14.